This data is from NCI-60 drug combinations with 297,098 pairs across 59 cell lines. The task is: Regression. Given two drug SMILES strings and cell line genomic features, predict the synergy score measuring deviation from expected non-interaction effect. (1) Drug 1: CC1=CC=C(C=C1)C2=CC(=NN2C3=CC=C(C=C3)S(=O)(=O)N)C(F)(F)F. Drug 2: CCC1(CC2CC(C3=C(CCN(C2)C1)C4=CC=CC=C4N3)(C5=C(C=C6C(=C5)C78CCN9C7C(C=CC9)(C(C(C8N6C)(C(=O)OC)O)OC(=O)C)CC)OC)C(=O)OC)O.OS(=O)(=O)O. Cell line: SF-295. Synergy scores: CSS=-2.53, Synergy_ZIP=0.926, Synergy_Bliss=0.919, Synergy_Loewe=-12.9, Synergy_HSA=-4.70. (2) Drug 1: CC1CCC2CC(C(=CC=CC=CC(CC(C(=O)C(C(C(=CC(C(=O)CC(OC(=O)C3CCCCN3C(=O)C(=O)C1(O2)O)C(C)CC4CCC(C(C4)OC)OCCO)C)C)O)OC)C)C)C)OC. Drug 2: CCN(CC)CCCC(C)NC1=C2C=C(C=CC2=NC3=C1C=CC(=C3)Cl)OC. Cell line: RXF 393. Synergy scores: CSS=11.5, Synergy_ZIP=-6.03, Synergy_Bliss=-3.54, Synergy_Loewe=-0.108, Synergy_HSA=-0.0221. (3) Drug 1: COC1=CC(=CC(=C1O)OC)C2C3C(COC3=O)C(C4=CC5=C(C=C24)OCO5)OC6C(C(C7C(O6)COC(O7)C8=CC=CS8)O)O. Drug 2: CC1=C(C(=O)C2=C(C1=O)N3CC4C(C3(C2COC(=O)N)OC)N4)N. Cell line: BT-549. Synergy scores: CSS=52.1, Synergy_ZIP=7.32, Synergy_Bliss=6.55, Synergy_Loewe=11.4, Synergy_HSA=13.0. (4) Drug 1: CC1=CC2C(CCC3(C2CCC3(C(=O)C)OC(=O)C)C)C4(C1=CC(=O)CC4)C. Drug 2: C1=CC(=CC=C1CC(C(=O)O)N)N(CCCl)CCCl.Cl. Cell line: HL-60(TB). Synergy scores: CSS=40.4, Synergy_ZIP=2.99, Synergy_Bliss=-1.24, Synergy_Loewe=-36.5, Synergy_HSA=-3.92. (5) Drug 1: CC1=C(C=C(C=C1)NC(=O)C2=CC=C(C=C2)CN3CCN(CC3)C)NC4=NC=CC(=N4)C5=CN=CC=C5. Drug 2: CCCCC(=O)OCC(=O)C1(CC(C2=C(C1)C(=C3C(=C2O)C(=O)C4=C(C3=O)C=CC=C4OC)O)OC5CC(C(C(O5)C)O)NC(=O)C(F)(F)F)O. Cell line: MDA-MB-435. Synergy scores: CSS=26.9, Synergy_ZIP=-2.70, Synergy_Bliss=4.83, Synergy_Loewe=2.27, Synergy_HSA=2.23.